From a dataset of Full USPTO retrosynthesis dataset with 1.9M reactions from patents (1976-2016). Predict the reactants needed to synthesize the given product. Given the product [CH3:22][C:23]1[CH:28]=[C:27]([C:2]2[CH:7]=[C:6]([O:8][C:9]3[CH:10]=[CH:11][C:12]([NH2:15])=[N:13][CH:14]=3)[CH:5]=[CH:4][N:3]=2)[CH:26]=[CH:25][N:24]=1, predict the reactants needed to synthesize it. The reactants are: Cl[C:2]1[CH:7]=[C:6]([O:8][C:9]2[CH:10]=[CH:11][C:12]([NH2:15])=[N:13][CH:14]=2)[CH:5]=[CH:4][N:3]=1.C([O-])([O-])=O.[K+].[K+].[CH3:22][C:23]1[CH:28]=[C:27](B2OC(C)(C)C(C)(C)O2)[CH:26]=[CH:25][N:24]=1.